Dataset: Catalyst prediction with 721,799 reactions and 888 catalyst types from USPTO. Task: Predict which catalyst facilitates the given reaction. (1) Product: [NH2:1][C:2]1[C:7]([I:14])=[C:6]([Cl:8])[N:5]=[C:4]([C:9]([O:11][CH3:12])=[O:10])[C:3]=1[Cl:13]. Reactant: [NH2:1][C:2]1[CH:7]=[C:6]([Cl:8])[N:5]=[C:4]([C:9]([O:11][CH3:12])=[O:10])[C:3]=1[Cl:13].[I:14](O)(=O)(=O)=O.II. The catalyst class is: 5. (2) Reactant: Cl[C:2]1[N:7]=[C:6]([C:8]2[C:9]([C:17]3[CH:22]=[CH:21][C:20]([F:23])=[CH:19][CH:18]=3)=[N:10][N:11]3[CH2:16][CH2:15][CH2:14][CH2:13][C:12]=23)[CH:5]=[CH:4][N:3]=1.[CH:24]([NH2:27])([CH3:26])[CH3:25]. Product: [F:23][C:20]1[CH:21]=[CH:22][C:17]([C:9]2[C:8]([C:6]3[CH:5]=[CH:4][N:3]=[C:2]([NH:27][CH:24]([CH3:26])[CH3:25])[N:7]=3)=[C:12]3[CH2:13][CH2:14][CH2:15][CH2:16][N:11]3[N:10]=2)=[CH:18][CH:19]=1. The catalyst class is: 4. (3) Reactant: N#N.C[CH:4]([OH:7])[CH2:5][CH3:6].[H-].[Na+].[C:10]([C:14]([NH:16][C:17]1[CH:22]=[CH:21][CH:20]=[C:19]([C:23]2[CH:28]=[CH:27][C:26]([CH3:29])=[CH:25][C:24]=2F)[N:18]=1)=[O:15])([CH3:13])([CH3:12])[CH3:11].[CH3:31]N(C)C=O. Product: [C:10]([C:14]([NH:16][C:17]1[CH:22]=[CH:21][CH:20]=[C:19]([C:23]2[CH:28]=[CH:27][C:26]([CH3:29])=[CH:25][C:24]=2[O:7][CH2:4][CH:5]([CH3:31])[CH3:6])[N:18]=1)=[O:15])([CH3:13])([CH3:12])[CH3:11]. The catalyst class is: 6. (4) Reactant: CC(C[AlH]CC(C)C)C.C(C[CH2:14][CH:15]1[CH:20]([C:21]2[CH:26]=[CH:25][C:24]([F:27])=[CH:23][CH:22]=2)[CH2:19][C:18](=[O:28])[NH:17][CH2:16]1)(O)=O.C[OH:30]. Product: [F:27][C:24]1[CH:25]=[CH:26][C:21]([CH:20]2[CH2:19][C:18](=[O:28])[NH:17][CH2:16][CH:15]2[CH2:14][OH:30])=[CH:22][CH:23]=1. The catalyst class is: 207. (5) Reactant: [NH2:1][C:2]1[CH:7]=[CH:6][C:5]([CH2:8][NH:9][S:10]([CH3:13])(=[O:12])=[O:11])=[CH:4][CH:3]=1.[N:14]([O-])=O.[Na+].[ClH:18]. Product: [ClH:18].[NH:1]([C:2]1[CH:7]=[CH:6][C:5]([CH2:8][NH:9][S:10]([CH3:13])(=[O:12])=[O:11])=[CH:4][CH:3]=1)[NH2:14]. The catalyst class is: 6. (6) Reactant: [NH:1]1[C:7]2[CH:8]=[CH:9][CH:10]=[CH:11][C:6]=2[C:5](=[O:12])[CH2:4][CH2:3][C:2]1=O.COC1C=CC(P2(SP(C3C=CC(OC)=CC=3)(=S)S2)=[S:23])=CC=1. Product: [S:23]=[C:2]1[CH2:3][CH2:4][C:5](=[O:12])[C:6]2[CH:11]=[CH:10][CH:9]=[CH:8][C:7]=2[NH:1]1. The catalyst class is: 220. (7) Reactant: Br[C:2]1[C:3]([NH:22][C:23]2[CH:28]=[CH:27][CH:26]=[CH:25][C:24]=2[P:29]([CH3:32])([CH3:31])=[O:30])=[N:4][C:5]([NH:8][C:9]2[CH:10]=[C:11]([NH:17][C:18](=[O:21])[CH:19]=[CH2:20])[CH:12]=[CH:13][C:14]=2[O:15][CH3:16])=[N:6][CH:7]=1. Product: [CH3:31][P:29]([C:24]1[CH:25]=[CH:26][CH:27]=[CH:28][C:23]=1[NH:22][C:3]1[CH:2]=[CH:7][N:6]=[C:5]([NH:8][C:9]2[CH:10]=[C:11]([NH:17][C:18](=[O:21])[CH:19]=[CH2:20])[CH:12]=[CH:13][C:14]=2[O:15][CH3:16])[N:4]=1)([CH3:32])=[O:30]. The catalyst class is: 50. (8) Reactant: [H-].[Na+].[C:3]([O:7][C:8]([N:10]1[CH2:15][CH2:14][CH:13]([OH:16])[CH2:12][CH2:11]1)=[O:9])([CH3:6])([CH3:5])[CH3:4].Cl[C:18]1[N:23]=[CH:22][N:21]=[C:20]2[N:24]([C:27]3[CH:38]=[CH:37][C:36]([S:39]([CH3:42])(=[O:41])=[O:40])=[CH:35][C:28]=3[O:29][CH2:30][CH2:31][N:32]([CH3:34])[CH3:33])[N:25]=[CH:26][C:19]=12. Product: [C:3]([O:7][C:8]([N:10]1[CH2:15][CH2:14][CH:13]([O:16][C:18]2[N:23]=[CH:22][N:21]=[C:20]3[N:24]([C:27]4[CH:38]=[CH:37][C:36]([S:39]([CH3:42])(=[O:40])=[O:41])=[CH:35][C:28]=4[O:29][CH2:30][CH2:31][N:32]([CH3:34])[CH3:33])[N:25]=[CH:26][C:19]=23)[CH2:12][CH2:11]1)=[O:9])([CH3:6])([CH3:4])[CH3:5]. The catalyst class is: 1.